Dataset: Forward reaction prediction with 1.9M reactions from USPTO patents (1976-2016). Task: Predict the product of the given reaction. (1) Given the reactants ClC1C(C(O)=O)=CC(C)=C2C=1C=CN2.[Br:15][C:16]1[C:24]2[C:19](=[C:20]([CH3:30])[CH:21]=[C:22]([C:26]([O:28]C)=[O:27])[C:23]=2[Cl:25])[NH:18][CH:17]=1, predict the reaction product. The product is: [Br:15][C:16]1[C:24]2[C:19](=[C:20]([CH3:30])[CH:21]=[C:22]([C:26]([OH:28])=[O:27])[C:23]=2[Cl:25])[NH:18][CH:17]=1. (2) Given the reactants CS(Cl)(=O)=O.[CH2:6]([O:8][C:9]([CH:11]1[CH:24](O)[C:23]2[C:22]3[C:17](=[CH:18][CH:19]=[C:20]([O:26][CH3:27])[CH:21]=3)[N:16]=[CH:15][C:14]=2[S:13][CH2:12]1)=[O:10])[CH3:7].C(N(CC)CC)C.C(OCC)(=O)C, predict the reaction product. The product is: [CH2:6]([O:8][C:9]([C:11]1[CH2:12][S:13][C:14]2[CH:15]=[N:16][C:17]3[C:22]([C:23]=2[CH:24]=1)=[CH:21][C:20]([O:26][CH3:27])=[CH:19][CH:18]=3)=[O:10])[CH3:7]. (3) Given the reactants Cl[C:2]1[CH:3]=[CH:4][C:5]2[N:6]([C:8]([CH3:11])=[N:9][N:10]=2)[N:7]=1.[CH3:12][NH:13][C@@H:14]([C:16]1[CH:21]=[CH:20][CH:19]=[CH:18][CH:17]=1)[CH3:15], predict the reaction product. The product is: [CH3:12][N:13]([C@@H:14]([C:16]1[CH:21]=[CH:20][CH:19]=[CH:18][CH:17]=1)[CH3:15])[C:2]1[CH:3]=[CH:4][C:5]2[N:6]([C:8]([CH3:11])=[N:9][N:10]=2)[N:7]=1. (4) Given the reactants [CH3:1][O:2][C:3]1[CH:4]=[C:5]([CH2:11][CH2:12][CH2:13][NH:14][C:15]2[CH:20]=[CH:19][C:18]([O:21][CH2:22][C:23]#[CH:24])=[CH:17][C:16]=2[C:25]([C:27]2[CH:32]=[CH:31][C:30]([CH:33]([CH3:35])[CH3:34])=[CH:29][CH:28]=2)=O)[CH:6]=[CH:7][C:8]=1[O:9][CH3:10].[O-:36][C:37]#[N:38].[Na+].C(OCC)(=O)C.O, predict the reaction product. The product is: [CH3:1][O:2][C:3]1[CH:4]=[C:5]([CH2:11][CH2:12][CH2:13][N:14]2[C:15]3[C:16](=[CH:17][C:18]([O:21][CH2:22][C:23]#[CH:24])=[CH:19][CH:20]=3)[C:25]([C:27]3[CH:32]=[CH:31][C:30]([CH:33]([CH3:35])[CH3:34])=[CH:29][CH:28]=3)=[N:38][C:37]2=[O:36])[CH:6]=[CH:7][C:8]=1[O:9][CH3:10]. (5) Given the reactants [NH2:1][C:2]1[N:7]=[C:6]([C:8]2[O:9][CH:10]=[CH:11][CH:12]=2)[C:5]([C:13]#[N:14])=[C:4](OS(C(F)(F)F)(=O)=O)[CH:3]=1.[NH2:23][CH2:24][C:25]1[CH:34]=[CH:33][C:32]2[C:27](=[CH:28][CH:29]=[CH:30][CH:31]=2)[N:26]=1, predict the reaction product. The product is: [NH2:1][C:2]1[CH:3]=[C:4]([NH:23][CH2:24][C:25]2[CH:34]=[CH:33][C:32]3[C:27](=[CH:28][CH:29]=[CH:30][CH:31]=3)[N:26]=2)[C:5]([C:13]#[N:14])=[C:6]([C:8]2[O:9][CH:10]=[CH:11][CH:12]=2)[N:7]=1. (6) Given the reactants C([C:3]1([C:12]2[CH:17]=[CH:16][C:15]([Br:18])=[CH:14][CH:13]=2)[N:11]2[CH:6]([CH2:7][CH2:8][CH2:9][CH2:10]2)[CH2:5][CH2:4]1)#N.C([BH3-])#N.[Na+].CN(C1C=CC(N=NC2C=CC(S(O)(=O)=O)=CC=2)=CC=1)C.Cl, predict the reaction product. The product is: [Br:18][C:15]1[CH:16]=[CH:17][C:12]([C@H:3]2[N:11]3[C@@H:6]([CH2:7][CH2:8][CH2:9][CH2:10]3)[CH2:5][CH2:4]2)=[CH:13][CH:14]=1. (7) The product is: [CH:1]1([CH2:7][N:8]2[CH:12]=[CH:11][C:10]([C:13]([OH:15])=[O:14])=[C:9]2[CH3:16])[CH2:2][CH2:3][CH2:4][CH2:5][CH2:6]1. Given the reactants [CH:1]1([CH2:7][N:8]2[CH:12]=[CH:11][C:10]([C:13]([O-:15])=[O:14])=[C:9]2[CH2:16]C)[CH2:6][CH2:5][CH2:4][CH2:3][CH2:2]1.[OH-].[K+], predict the reaction product.